Task: Predict the reactants needed to synthesize the given product.. Dataset: Full USPTO retrosynthesis dataset with 1.9M reactions from patents (1976-2016) Given the product [CH:6]1([C:9]2[C:10]([OH:34])=[CH:11][CH:12]=[C:13]3[C:18]=2[O:17][C:16]([C:19]2[CH:24]=[CH:23][C:22]([OH:25])=[CH:21][CH:20]=2)=[CH:15][C:14]3=[O:33])[CH2:8][CH2:7]1, predict the reactants needed to synthesize it. The reactants are: [H-].[Na+].C(S)C.[CH:6]1([C:9]2[C:10]([O:34]C)=[CH:11][CH:12]=[C:13]3[C:18]=2[O:17][C:16]([C:19]2[CH:24]=[CH:23][C:22]([O:25]CC4C=CC=CC=4)=[CH:21][CH:20]=2)=[CH:15][C:14]3=[O:33])[CH2:8][CH2:7]1.O.